From a dataset of Forward reaction prediction with 1.9M reactions from USPTO patents (1976-2016). Predict the product of the given reaction. (1) Given the reactants [Cl:1][C:2]1[CH:10]=[C:9]([N+:11]([O-:13])=[O:12])[CH:8]=[CH:7][C:3]=1[C:4](Cl)=[O:5].[C:14]([C:18]1[CH:23]=[CH:22][C:21]([O:24][CH3:25])=[CH:20][CH:19]=1)([CH3:17])([CH3:16])[CH3:15], predict the reaction product. The product is: [C:14]([C:18]1[CH:23]=[CH:22][C:21]([O:24][CH3:25])=[C:20]([CH:19]=1)[C:4]([C:3]1[CH:7]=[CH:8][C:9]([N+:11]([O-:13])=[O:12])=[CH:10][C:2]=1[Cl:1])=[O:5])([CH3:17])([CH3:15])[CH3:16]. (2) Given the reactants Cl[CH2:2][C:3]1[N:8]=[C:7]([CH:9]2[CH2:11][CH2:10]2)[NH:6][C:5](=[O:12])[CH:4]=1.[CH2:13]([O:20][C:21]1[CH:26]=[CH:25][C:24]([CH2:27][CH2:28][C:29]2([CH:37]3[CH2:41][CH2:40][CH2:39][CH2:38]3)[O:34][C:33](=[O:35])[CH2:32][C:31](=[O:36])[CH2:30]2)=[CH:23][CH:22]=1)[C:14]1[CH:19]=[CH:18][CH:17]=[CH:16][CH:15]=1, predict the reaction product. The product is: [CH2:13]([O:20][C:21]1[CH:26]=[CH:25][C:24]([CH2:27][CH2:28][C:29]2([CH:37]3[CH2:41][CH2:40][CH2:39][CH2:38]3)[O:34][C:33](=[O:35])[C:32]([CH2:2][C:3]3[N:8]=[C:7]([CH:9]4[CH2:11][CH2:10]4)[NH:6][C:5](=[O:12])[CH:4]=3)=[C:31]([OH:36])[CH2:30]2)=[CH:23][CH:22]=1)[C:14]1[CH:15]=[CH:16][CH:17]=[CH:18][CH:19]=1. (3) The product is: [Br:1][C:2]1[C:3]([F:17])=[C:4]([CH:5]=[C:6]([Cl:8])[CH:7]=1)[NH2:9]. Given the reactants [Br:1][C:2]1[C:3]([F:17])=[C:4]([NH:9]C(=O)OC(C)(C)C)[CH:5]=[C:6]([Cl:8])[CH:7]=1.Cl, predict the reaction product. (4) Given the reactants [Br:1][C:2]1[CH:3]=[C:4]([O:19][CH3:20])[C:5]([O:10][CH2:11][O:12][CH2:13][CH2:14][Si:15]([CH3:18])([CH3:17])[CH3:16])=[C:6]([CH:9]=1)[CH:7]=[O:8].C1(C)C=CC(S([CH2:30][N+:31]#[C-:32])(=O)=O)=CC=1, predict the reaction product. The product is: [Br:1][C:2]1[CH:3]=[C:4]([O:19][CH3:20])[C:5]([O:10][CH2:11][O:12][CH2:13][CH2:14][Si:15]([CH3:16])([CH3:18])[CH3:17])=[C:6]([C:7]2[O:8][CH:32]=[N:31][CH:30]=2)[CH:9]=1.